From a dataset of Peptide-MHC class II binding affinity with 134,281 pairs from IEDB. Regression. Given a peptide amino acid sequence and an MHC pseudo amino acid sequence, predict their binding affinity value. This is MHC class II binding data. (1) The peptide sequence is ADCGAGFFDPLTRGV. The MHC is DRB1_0701 with pseudo-sequence DRB1_0701. The binding affinity (normalized) is 0.298. (2) The peptide sequence is TVMAPDKPSLDISLE. The MHC is DRB1_0901 with pseudo-sequence DRB1_0901. The binding affinity (normalized) is 0.334. (3) The peptide sequence is EKKYFAATQFEPLRA. The MHC is HLA-DPA10103-DPB10601 with pseudo-sequence HLA-DPA10103-DPB10601. The binding affinity (normalized) is 1.00. (4) The peptide sequence is ATTEEQKLIEDVNAS. The MHC is DRB1_0802 with pseudo-sequence DRB1_0802. The binding affinity (normalized) is 0.256.